This data is from Reaction yield outcomes from USPTO patents with 853,638 reactions. The task is: Predict the reaction yield, written as a fraction of the theoretical maximum amount of product (1.0 means a 100% yield; for example, 0.34 means a 34% yield). (1) The reactants are [CH2:1]([O:3][C:4](=[O:19])[NH:5][C:6]1[C:7]([N+:16]([O-:18])=[O:17])=[C:8]2[C:12](=[CH:13][CH:14]=1)[C:11](=O)[CH2:10][CH2:9]2)[CH3:2].[F:20][C:21]1[CH:27]=[CH:26][C:24]([NH2:25])=[CH:23][CH:22]=1.[B][B][B][B][B][B][B][B][B][B]. The catalyst is CO. The product is [CH2:1]([O:3][C:4](=[O:19])[NH:5][C:6]1[C:7]([N+:16]([O-:18])=[O:17])=[C:8]2[C:12](=[CH:13][CH:14]=1)[CH:11]([NH:25][C:24]1[CH:26]=[CH:27][C:21]([F:20])=[CH:22][CH:23]=1)[CH2:10][CH2:9]2)[CH3:2]. The yield is 0.830. (2) The reactants are [CH3:1][O:2][C:3](=[O:14])[C:4]1[CH:9]=[CH:8][C:7](F)=[C:6]([N+:11]([O-:13])=[O:12])[CH:5]=1.C(=O)([O-])[O-].[K+].[K+].[CH3:21][CH:22]1[CH2:27][CH2:26][CH2:25][CH2:24][CH:23]1[NH2:28].Cl. The catalyst is O.CN(C=O)C. The product is [CH3:1][O:2][C:3](=[O:14])[C:4]1[CH:9]=[CH:8][C:7]([NH:28][CH:23]2[CH2:24][CH2:25][CH2:26][CH2:27][CH:22]2[CH3:21])=[C:6]([N+:11]([O-:13])=[O:12])[CH:5]=1. The yield is 1.00. (3) The reactants are S(Cl)(Cl)=O.[C:5]([O:8][CH2:9][C:10]([CH3:40])([CH3:39])[CH2:11][N:12]1[C:18]2[CH:19]=[CH:20][C:21]([Cl:23])=[CH:22][C:17]=2[C@@H:16]([C:24]2[CH:29]=[CH:28][CH:27]=[C:26]([O:30][CH3:31])[C:25]=2[O:32][CH3:33])[O:15][C@H:14]([CH2:34][C:35]([OH:37])=O)[C:13]1=[O:38])(=[O:7])[CH3:6].CN(C)C=O.[CH2:46]([S:50]([NH2:53])(=[O:52])=[O:51])[CH2:47][CH2:48][CH3:49]. The catalyst is O1CCCC1.CN(C)C1C=CN=CC=1.O. The product is [CH2:46]([S:50]([NH:53][C:35](=[O:37])[CH2:34][C@H:14]1[O:15][C@H:16]([C:24]2[CH:29]=[CH:28][CH:27]=[C:26]([O:30][CH3:31])[C:25]=2[O:32][CH3:33])[C:17]2[CH:22]=[C:21]([Cl:23])[CH:20]=[CH:19][C:18]=2[N:12]([CH2:11][C:10]([CH3:39])([CH3:40])[CH2:9][O:8][C:5](=[O:7])[CH3:6])[C:13]1=[O:38])(=[O:52])=[O:51])[CH2:47][CH2:48][CH3:49]. The yield is 0.860. (4) The reactants are Br[C:2]1[C:10]2[N:9]=[C:8]([CH3:11])[N:7]([CH2:12][C:13]3[CH:18]=[CH:17][CH:16]=[C:15]([C:19]([F:22])([F:21])[F:20])[C:14]=3[CH3:23])[C:6]=2[CH:5]=[C:4]([N:24]2[CH2:29][CH2:28][O:27][CH2:26][CH2:25]2)[CH:3]=1.[O:30]1[CH:34]=[CH:33][CH:32]=[C:31]1B(O)O.C(=O)([O-])[O-].[Na+].[Na+]. The catalyst is COCCOC.O.C1C=CC(P(C2C=CC=CC=2)[C-]2C=CC=C2)=CC=1.C1C=CC(P(C2C=CC=CC=2)[C-]2C=CC=C2)=CC=1.Cl[Pd]Cl.[Fe+2].C(Cl)Cl. The product is [O:30]1[CH:34]=[CH:33][CH:32]=[C:31]1[C:2]1[C:10]2[N:9]=[C:8]([CH3:11])[N:7]([CH2:12][C:13]3[CH:18]=[CH:17][CH:16]=[C:15]([C:19]([F:22])([F:20])[F:21])[C:14]=3[CH3:23])[C:6]=2[CH:5]=[C:4]([N:24]2[CH2:29][CH2:28][O:27][CH2:26][CH2:25]2)[CH:3]=1. The yield is 0.244. (5) The product is [C:8]1([C:14]2[N:19]=[C:18]([CH:20]3[CH2:21][CH2:22][N:23]([CH2:50][CH2:49][S:46]([CH3:45])(=[O:48])=[O:47])[CH2:24][CH2:25]3)[CH:17]=[CH:16][C:15]=2[NH:26][C:27]([C:29]2[NH:30][C:31]([C:34]#[N:35])=[CH:32][N:33]=2)=[O:28])[CH2:13][CH2:12][CH2:11][CH2:10][CH:9]=1. The catalyst is C(Cl)Cl. The reactants are FC(F)(F)C(O)=O.[C:8]1([C:14]2[N:19]=[C:18]([CH:20]3[CH2:25][CH2:24][NH:23][CH2:22][CH2:21]3)[CH:17]=[CH:16][C:15]=2[NH:26][C:27]([C:29]2[NH:30][C:31]([C:34]#[N:35])=[CH:32][N:33]=2)=[O:28])[CH2:13][CH2:12][CH2:11][CH2:10][CH:9]=1.CCN(C(C)C)C(C)C.[CH3:45][S:46]([CH2:49][CH2:50]OS(C)(=O)=O)(=[O:48])=[O:47]. The yield is 0.400. (6) The reactants are CC([O-])(C)C.[K+].CC1C=CC(S([CH2:17][N+:18]#[C-])(=O)=O)=CC=1.[CH2:20]([O:27][C:28]1[CH:29]=[C:30]([CH:33]=[CH:34][C:35]=1[O:36][CH3:37])[CH:31]=O)[C:21]1[CH:26]=[CH:25][CH:24]=[CH:23][CH:22]=1.CO. The catalyst is C1COCC1.O. The product is [CH2:20]([O:27][C:28]1[CH:29]=[C:30]([CH2:31][C:17]#[N:18])[CH:33]=[CH:34][C:35]=1[O:36][CH3:37])[C:21]1[CH:26]=[CH:25][CH:24]=[CH:23][CH:22]=1. The yield is 0.480. (7) The reactants are [Br:1][C:2]1[CH:10]=[CH:9][CH:8]=[C:7]2[C:3]=1[CH2:4][CH2:5][C:6]2=O.[NH2:12][C:13]1[CH:26]=[CH:25][C:16]2[C@H:17]([CH2:20][C:21]([O:23][CH3:24])=[O:22])[CH2:18][O:19][C:15]=2[CH:14]=1. The catalyst is CO.C(O)(=O)C.O1CCCC1. The product is [Br:1][C:2]1[CH:10]=[CH:9][CH:8]=[C:7]2[C:3]=1[CH2:4][CH2:5][CH:6]2[NH:12][C:13]1[CH:26]=[CH:25][C:16]2[C@H:17]([CH2:20][C:21]([O:23][CH3:24])=[O:22])[CH2:18][O:19][C:15]=2[CH:14]=1. The yield is 0.920. (8) The reactants are [Br:1][C:2]1[C:10]2[N:9]=[CH:8][NH:7][C:6]=2[CH:5]=[C:4]([N+:11]([O-:13])=[O:12])[CH:3]=1.Br[CH2:15][C:16]1[CH:21]=[CH:20][CH:19]=[C:18]([C:22]([F:25])([F:24])[F:23])[C:17]=1[CH3:26].C(=O)([O-])[O-].[K+].[K+].O. The catalyst is CN(C)C=O. The product is [Br:1][C:2]1[C:10]2[N:9]=[CH:8][N:7]([CH2:15][C:16]3[CH:21]=[CH:20][CH:19]=[C:18]([C:22]([F:23])([F:24])[F:25])[C:17]=3[CH3:26])[C:6]=2[CH:5]=[C:4]([N+:11]([O-:13])=[O:12])[CH:3]=1. The yield is 0.302. (9) The reactants are [O:1]1[CH:5]=[CH:4][CH:3]=[C:2]1[C:6]1[CH:7]=[C:8]([CH2:12][CH2:13][C:14](=O)[CH2:15][C:16]([O:18]CC)=O)[CH:9]=[CH:10][CH:11]=1.C(=O)(O)O.[NH2:26][C:27]([NH2:29])=[NH:28]. The catalyst is C(O)C. The product is [NH2:28][C:27]1[NH:29][C:16](=[O:18])[CH:15]=[C:14]([CH2:13][CH2:12][C:8]2[CH:9]=[CH:10][CH:11]=[C:6]([C:2]3[O:1][CH:5]=[CH:4][CH:3]=3)[CH:7]=2)[N:26]=1. The yield is 0.770.